Dataset: Full USPTO retrosynthesis dataset with 1.9M reactions from patents (1976-2016). Task: Predict the reactants needed to synthesize the given product. Given the product [F:1][C:2]1[CH:7]=[CH:6][C:5]([S:8][C:9]2[N:10]=[C:11]([NH:18][C:19]3[NH:23][N:22]=[CH:21][CH:20]=3)[C:12]3[CH:17]=[CH:16][NH:15][C:13]=3[N:14]=2)=[CH:4][CH:3]=1, predict the reactants needed to synthesize it. The reactants are: [F:1][C:2]1[CH:7]=[CH:6][C:5]([S:8][C:9]2[N:10]=[C:11]([NH:18][C:19]3[N:23](CC4C=CC(OC)=CC=4)[N:22]=[CH:21][CH:20]=3)[C:12]3[CH:17]=[CH:16][NH:15][C:13]=3[N:14]=2)=[CH:4][CH:3]=1.